This data is from Experimentally validated miRNA-target interactions with 360,000+ pairs, plus equal number of negative samples. The task is: Binary Classification. Given a miRNA mature sequence and a target amino acid sequence, predict their likelihood of interaction. The miRNA is mmu-miR-217-5p with sequence UACUGCAUCAGGAACUGACUGGA. The protein sequence of the target gene is MKKQFNRMKQLANQTVGRAEKTEVLSEDLLQIERRLDTVRSICHHSHKRLVACFQGQHGTDAERRHKKLPLTALAQNMQEASTQLEDSLLGKMLETCGDAENQLALELSQHEVFVEKEIVDPLYGIAEVEIPNIQKQRKQLARLVLDWDSVRARWNQAHKSSGTNFQGLPSKIDTLKEEMDEAGNKVEQCKDQLAADMYNFMAKEGEYGKFFVTLLEAQADYHRKALAVLEKTLPEMRAHQDKWAEKPAFGTPLEEHLKRSGREIALPIEACVMLLLETGMKEEGLFRIGAGASKLKKLK.... Result: 0 (no interaction).